Task: Predict the product of the given reaction.. Dataset: Forward reaction prediction with 1.9M reactions from USPTO patents (1976-2016) (1) Given the reactants [Cl:1][C:2]1[CH:40]=[CH:39][C:5]([C:6]([N:8]2[CH2:14][C:13]3[CH:15]=[CH:16][C:17]([CH2:19][CH2:20][C:21](O)=[O:22])=[CH:18][C:12]=3[N:11]([CH2:24][C:25]3[CH:30]=[CH:29][C:28]([C:31]([N:33]4[CH2:37][CH:36]=[CH:35][CH2:34]4)=[O:32])=[CH:27][CH:26]=3)[C:10](=[O:38])[CH2:9]2)=[O:7])=[CH:4][CH:3]=1.C(N(CC)CC)C.ClC(OCC)=O.[BH4-].[Na+], predict the reaction product. The product is: [OH:22][CH2:21][CH2:20][CH2:19][C:17]1[CH:16]=[CH:15][C:13]2[CH2:14][N:8]([C:6](=[O:7])[C:5]3[CH:4]=[CH:3][C:2]([Cl:1])=[CH:40][CH:39]=3)[CH2:9][C:10](=[O:38])[N:11]([CH2:24][C:25]3[CH:30]=[CH:29][C:28]([C:31]([N:33]4[CH2:37][CH:36]=[CH:35][CH2:34]4)=[O:32])=[CH:27][CH:26]=3)[C:12]=2[CH:18]=1. (2) Given the reactants CS(O[CH2:6][CH2:7][CH:8]([C:12]([F:15])([F:14])[F:13])[CH2:9][CH2:10][CH3:11])(=O)=O.[F:16][C:17]([F:29])([F:28])[CH2:18][CH2:19][S:20]([CH2:23][C:24]([O:26][CH3:27])=[O:25])(=[O:22])=[O:21].C(=O)([O-])[O-].[K+].[K+].Cl, predict the reaction product. The product is: [F:13][C:12]([F:15])([F:14])[CH:8]([CH2:9][CH2:10][CH3:11])[CH2:7][CH2:6][CH:23]([S:20]([CH2:19][CH2:18][C:17]([F:16])([F:28])[F:29])(=[O:21])=[O:22])[C:24]([O:26][CH3:27])=[O:25]. (3) Given the reactants [OH-:1].[Na+:2].[S:3]([O-:7])([O-:6])(=[O:5])=[O:4].[Cu+2:8], predict the reaction product. The product is: [OH-:4].[Cu+2:8].[OH-:1].[O-:6][S:3]([O-:7])(=[O:5])=[O:4].[Na+:2].[Na+:2]. (4) Given the reactants [F:1][C:2]1[CH:3]=[C:4]([CH:34]=[CH:35][C:36]=1[OH:37])[C:5]([CH2:7][NH:8][C:9]1[CH:14]=[C:13]([O:15][CH3:16])[CH:12]=[CH:11][C:10]=1[CH:17]1[CH2:26][CH2:25][C:24]2[CH:23]=[C:22]([O:27]C(=O)C(C)(C)C)[CH:21]=[CH:20][C:19]=2[CH2:18]1)=O.[N:38]1([C:45](=O)[CH2:46]Cl)[CH2:44][CH2:43][CH2:42][CH2:41][CH2:40][CH2:39]1, predict the reaction product. The product is: [N:38]1([CH2:45][CH2:46][O:37][C:36]2[CH:35]=[CH:34][C:4]([CH2:5][CH2:7][NH:8][C:9]3[CH:14]=[C:13]([O:15][CH3:16])[CH:12]=[CH:11][C:10]=3[CH:17]3[CH2:26][CH2:25][C:24]4[CH:23]=[C:22]([OH:27])[CH:21]=[CH:20][C:19]=4[CH2:18]3)=[CH:3][C:2]=2[F:1])[CH2:44][CH2:43][CH2:42][CH2:41][CH2:40][CH2:39]1.